Dataset: Forward reaction prediction with 1.9M reactions from USPTO patents (1976-2016). Task: Predict the product of the given reaction. (1) Given the reactants [CH3:1][O:2][C:3]([CH3:32])([CH3:31])[CH:4]([NH:23][C:24](=O)[O:25]C(C)(C)C)[C:5]([N:7]1[CH2:12][CH2:11][CH:10]([N:13]2[CH2:17][C:16]3=[CH:18][N:19]=[C:20]([CH3:21])[N:15]3[C:14]2=[O:22])[CH2:9][CH2:8]1)=[O:6].[ClH:33].C(O[CH2:38][CH3:39])(=O)C, predict the reaction product. The product is: [Cl:33][C:39]1[CH:38]=[CH:11][C:10]([NH:13][C:24]([NH:23][CH:4]([C:5]([N:7]2[CH2:12][CH2:11][CH:10]([N:13]3[CH2:17][C:16]4=[CH:18][N:19]=[C:20]([CH3:21])[N:15]4[C:14]3=[O:22])[CH2:9][CH2:8]2)=[O:6])[C:3]([O:2][CH3:1])([CH3:31])[CH3:32])=[O:25])=[CH:9][CH:8]=1. (2) Given the reactants [F:1][C:2]([F:33])([F:32])[C:3]1[CH:4]=[C:5]([CH:25]=[C:26]([C:28]([F:31])([F:30])[F:29])[CH:27]=1)[CH2:6][NH:7][CH2:8][C:9]1[C:10]([N:17]([CH2:21][CH:22]2[CH2:24][CH2:23]2)[CH2:18][CH2:19][CH3:20])=[N:11][C:12]([S:15][CH3:16])=[N:13][CH:14]=1.[Br:34][C:35]1[CH:36]=[N:37][C:38](Cl)=[N:39][CH:40]=1.C(N(CC)C(C)C)(C)C, predict the reaction product. The product is: [F:33][C:2]([F:1])([F:32])[C:3]1[CH:4]=[C:5]([CH:25]=[C:26]([C:28]([F:29])([F:31])[F:30])[CH:27]=1)[CH2:6][N:7]([CH2:8][C:9]1[C:10]([N:17]([CH2:21][CH:22]2[CH2:24][CH2:23]2)[CH2:18][CH2:19][CH3:20])=[N:11][C:12]([S:15][CH3:16])=[N:13][CH:14]=1)[C:38]1[N:39]=[CH:40][C:35]([Br:34])=[CH:36][N:37]=1. (3) Given the reactants [Cl:1][C:2]1[CH:10]=[C:9]2[C:5]([C:6]([C:11]([N:13]3[CH2:18][CH2:17][CH:16]([C:19]4[C:24]([O:25][CH3:26])=[CH:23][CH:22]=[CH:21][C:20]=4[O:27][CH3:28])[CH2:15][CH2:14]3)=[O:12])=[CH:7][NH:8]2)=[CH:4][CH:3]=1.Cl[CH2:30][C:31]([NH:33][CH3:34])=[O:32], predict the reaction product. The product is: [Cl:1][C:2]1[CH:10]=[C:9]2[C:5]([C:6]([C:11]([N:13]3[CH2:14][CH2:15][CH:16]([C:19]4[C:24]([O:25][CH3:26])=[CH:23][CH:22]=[CH:21][C:20]=4[O:27][CH3:28])[CH2:17][CH2:18]3)=[O:12])=[CH:7][N:8]2[CH2:30][C:31]([NH:33][CH3:34])=[O:32])=[CH:4][CH:3]=1. (4) Given the reactants [O:1]=[C:2]1[CH2:7][CH2:6][CH2:5][CH2:4][N:3]1[C:8]1[CH:9]=[C:10]([CH:15]=[CH:16][CH:17]=1)[C:11]([O:13]C)=[O:12].O.O.[OH-].[Li+].C(O)(=O)CC(CC(O)=O)(C(O)=O)O, predict the reaction product. The product is: [O:1]=[C:2]1[CH2:7][CH2:6][CH2:5][CH2:4][N:3]1[C:8]1[CH:9]=[C:10]([CH:15]=[CH:16][CH:17]=1)[C:11]([OH:13])=[O:12]. (5) Given the reactants [N:1]1[C:10]2[C:5](=[CH:6][CH:7]=[CH:8][CH:9]=2)[CH:4]=[CH:3][C:2]=1[N:11]1[CH2:16][CH2:15][CH:14]([O:17][C:18]2[C:23]([N:24]3[CH2:29][CH2:28][CH:27]([CH:30]=[O:31])[CH2:26][CH2:25]3)=[CH:22][CH:21]=[CH:20][N:19]=2)[CH2:13][CH2:12]1.CC(C[AlH]CC(C)C)C, predict the reaction product. The product is: [N:1]1[C:10]2[C:5](=[CH:6][CH:7]=[CH:8][CH:9]=2)[CH:4]=[CH:3][C:2]=1[N:11]1[CH2:16][CH2:15][CH:14]([O:17][C:18]2[C:23]([N:24]3[CH2:29][CH2:28][CH:27]([CH2:30][OH:31])[CH2:26][CH2:25]3)=[CH:22][CH:21]=[CH:20][N:19]=2)[CH2:13][CH2:12]1. (6) Given the reactants [NH2:1][C:2]1[CH:35]=[CH:34][C:5]([CH2:6][NH:7][C:8]2[N:13]=[C:12]([O:14][CH2:15][C:16]([F:19])([F:18])[F:17])[N:11]=[C:10]([NH:20][C:21]3[CH:33]=[CH:32][C:24]([C:25]([O:27][C:28]([CH3:31])([CH3:30])[CH3:29])=[O:26])=[CH:23][CH:22]=3)[N:9]=2)=[CH:4][CH:3]=1.[C:36]([O:40][C:41]([NH:43][CH2:44][C:45]([NH:47][CH2:48][C:49](O)=[O:50])=[O:46])=[O:42])([CH3:39])([CH3:38])[CH3:37].CN(C(ON1N=NC2C=CC=NC1=2)=[N+](C)C)C.F[P-](F)(F)(F)(F)F.CCN(C(C)C)C(C)C, predict the reaction product. The product is: [C:36]([O:40][C:41]([NH:43][CH2:44][C:45]([NH:47][CH2:48][C:49]([NH:1][C:2]1[CH:35]=[CH:34][C:5]([CH2:6][NH:7][C:8]2[N:13]=[C:12]([O:14][CH2:15][C:16]([F:19])([F:17])[F:18])[N:11]=[C:10]([NH:20][C:21]3[CH:33]=[CH:32][C:24]([C:25]([O:27][C:28]([CH3:30])([CH3:31])[CH3:29])=[O:26])=[CH:23][CH:22]=3)[N:9]=2)=[CH:4][CH:3]=1)=[O:50])=[O:46])=[O:42])([CH3:39])([CH3:38])[CH3:37].